This data is from Full USPTO retrosynthesis dataset with 1.9M reactions from patents (1976-2016). The task is: Predict the reactants needed to synthesize the given product. Given the product [Cl:15][C:16]1[CH:17]=[C:18]([NH:24][C:25](=[O:33])[CH2:26][CH:27]([CH3:32])[CH2:28][C:29]([NH:1][C:2]2[CH:3]=[CH:4][C:5]3[N:10]([CH2:11][CH3:12])[C:9](=[O:13])[CH2:8][O:7][C:6]=3[CH:14]=2)=[O:30])[CH:19]=[CH:20][C:21]=1[C:22]#[N:23], predict the reactants needed to synthesize it. The reactants are: [NH2:1][C:2]1[CH:3]=[CH:4][C:5]2[N:10]([CH2:11][CH3:12])[C:9](=[O:13])[CH2:8][O:7][C:6]=2[CH:14]=1.[Cl:15][C:16]1[CH:17]=[C:18]([NH:24][C:25](=[O:33])[CH2:26][CH:27]([CH3:32])[CH2:28][C:29](O)=[O:30])[CH:19]=[CH:20][C:21]=1[C:22]#[N:23].CCN(C(C)C)C(C)C.CN(C(ON1N=NC2C=CC=NC1=2)=[N+](C)C)C.F[P-](F)(F)(F)(F)F.